Dataset: Catalyst prediction with 721,799 reactions and 888 catalyst types from USPTO. Task: Predict which catalyst facilitates the given reaction. (1) Reactant: [Li]CCCC.[CH2:6]([N:13]1[CH2:19][CH2:18][CH2:17][O:16][CH2:15][C:14]1=[O:20])[C:7]1[CH:12]=[CH:11][CH:10]=[CH:9][CH:8]=1.[CH2:21]=[O:22]. Product: [CH2:6]([N:13]1[CH2:19][CH2:18][CH2:17][O:16][CH:15]([CH2:21][OH:22])[C:14]1=[O:20])[C:7]1[CH:8]=[CH:9][CH:10]=[CH:11][CH:12]=1. The catalyst class is: 1. (2) Reactant: OCC[N:4]1[C:12]2[C:7](=[CH:8][C:9]([O:13][CH2:14][C:15]3[CH:20]=[CH:19][CH:18]=[CH:17][CH:16]=3)=[CH:10][CH:11]=2)[CH:6]=[CH:5]1.C(OC(=O)C)(=O)C.C(N(CC)CC)C. Product: [CH2:14]([O:13][C:9]1[CH:8]=[C:7]2[C:12](=[CH:11][CH:10]=1)[NH:4][CH:5]=[CH:6]2)[C:15]1[CH:16]=[CH:17][CH:18]=[CH:19][CH:20]=1. The catalyst class is: 251. (3) Reactant: [NH2:1][C:2]1[CH:3]=[C:4]2[C:8](=[C:9]([F:11])[CH:10]=1)[NH:7][C:6](=[O:12])[CH2:5]2.C(O)(=O)C.[BH-](OC(C)=O)(OC(C)=O)OC(C)=O.[Na+].[Cl:31][C:32]1[CH:33]=[N:34][C:35]([N:38]2[CH2:43][CH2:42][CH:41]([C@H:44]3[CH2:46][C@H:45]3[CH2:47][CH:48]=O)[CH2:40][CH2:39]2)=[N:36][CH:37]=1. Product: [Cl:31][C:32]1[CH:33]=[N:34][C:35]([N:38]2[CH2:43][CH2:42][CH:41]([C@H:44]3[CH2:46][C@H:45]3[CH2:47][CH2:48][NH:1][C:2]3[CH:3]=[C:4]4[C:8](=[C:9]([F:11])[CH:10]=3)[NH:7][C:6](=[O:12])[CH2:5]4)[CH2:40][CH2:39]2)=[N:36][CH:37]=1. The catalyst class is: 839.